From a dataset of Reaction yield outcomes from USPTO patents with 853,638 reactions. Predict the reaction yield, written as a fraction of the theoretical maximum amount of product (1.0 means a 100% yield; for example, 0.34 means a 34% yield). (1) The yield is 0.190. The product is [F:40][C:25]([F:24])([F:41])[C:26]1[O:30][N:29]=[C:28]([C:31]2[CH:32]=[C:33]([CH:37]=[CH:38][CH:39]=2)[C:34]([NH:21][CH2:20][C:14]2([C:11]3[S:12][CH:13]=[C:9]([C:6]4[CH:5]=[CH:4][C:3]([C:2]([F:1])([F:22])[F:23])=[CH:8][CH:7]=4)[N:10]=3)[CH2:19][CH2:18][O:17][CH2:16][CH2:15]2)=[O:35])[N:27]=1. The reactants are [F:1][C:2]([F:23])([F:22])[C:3]1[CH:8]=[CH:7][C:6]([C:9]2[N:10]=[C:11]([C:14]3([CH2:20][NH2:21])[CH2:19][CH2:18][O:17][CH2:16][CH2:15]3)[S:12][CH:13]=2)=[CH:5][CH:4]=1.[F:24][C:25]([F:41])([F:40])[C:26]1[O:30][N:29]=[C:28]([C:31]2[CH:32]=[C:33]([CH:37]=[CH:38][CH:39]=2)[C:34](O)=[O:35])[N:27]=1. No catalyst specified. (2) The reactants are [N+]([C:4]1[S:8][C:7]([C:9]#[N:10])=[CH:6][CH:5]=1)([O-])=O.[CH:11]1[C:16]([OH:17])=[CH:15][CH:14]=[C:13]([CH3:18])[CH:12]=1.C(=O)([O-])[O-].[K+].[K+]. The catalyst is CS(C)=O. The product is [C:13]1([CH3:18])[CH:12]=[CH:11][C:16]([O:17][C:4]2[S:8][C:7]([C:9]#[N:10])=[CH:6][CH:5]=2)=[CH:15][CH:14]=1. The yield is 0.789.